From a dataset of Full USPTO retrosynthesis dataset with 1.9M reactions from patents (1976-2016). Predict the reactants needed to synthesize the given product. (1) Given the product [OH:10][C:3]1[C:4]([CH:5]=[O:6])=[CH:7][CH:8]=[CH:9][C:2]=1[C:13]1[C:14]([CH3:18])=[CH:15][CH:16]=[CH:17][C:12]=1[CH3:11], predict the reactants needed to synthesize it. The reactants are: Br[C:2]1[C:3]([OH:10])=[C:4]([CH:7]=[CH:8][CH:9]=1)[CH:5]=[O:6].[CH3:11][C:12]1[CH:17]=[CH:16][CH:15]=[C:14]([CH3:18])[C:13]=1B(O)O.P([O-])([O-])([O-])=O.[K+].[K+].[K+].C(OCC)(=O)C. (2) Given the product [CH3:9][O:8][C:5]1[CH:6]=[CH:7][C:2]2[B:24]([OH:23])[O:11][CH2:10][C:3]=2[CH:4]=1, predict the reactants needed to synthesize it. The reactants are: Br[C:2]1[CH:7]=[CH:6][C:5]([O:8][CH3:9])=[CH:4][C:3]=1[CH2:10][O:11]C(OCC)C.C([Li])CCC.C[O:23][B:24](OC)OC.Cl. (3) Given the product [CH2:19]([N:8]([CH2:1][C:2]1[CH:7]=[CH:6][CH:5]=[CH:4][CH:3]=1)[CH:9]1[CH2:14][CH2:13][CH2:12][CH:11]([CH2:15][OH:16])[CH2:10]1)[C:20]1[CH:21]=[CH:22][CH:23]=[CH:24][CH:25]=1, predict the reactants needed to synthesize it. The reactants are: [CH2:1]([N:8]([CH2:19][C:20]1[CH:25]=[CH:24][CH:23]=[CH:22][CH:21]=1)[CH:9]1[CH2:14][CH2:13][CH2:12][CH:11]([C:15](OC)=[O:16])[CH2:10]1)[C:2]1[CH:7]=[CH:6][CH:5]=[CH:4][CH:3]=1.C(N(CC1C=CC=CC=1)C1CCCC(C(OCC2C=CC=CC=2)=O)C1)C1C=CC=CC=1.[H-].[H-].[H-].[H-].[Li+].[Al+3]. (4) Given the product [O:1]1[C:5]2[CH:6]=[CH:7][C:8]([C:10]([OH:12])=[O:11])=[CH:9][C:4]=2[CH:3]=[CH:2]1, predict the reactants needed to synthesize it. The reactants are: [O:1]1[C:5]2[CH:6]=[CH:7][C:8]([C:10]([O:12]C)=[O:11])=[CH:9][C:4]=2[CH:3]=[CH:2]1. (5) Given the product [ClH:21].[NH2:8][C@:9]1([C:16]([O:18][CH2:19][CH3:20])=[O:17])[CH2:14][C:13](=[O:15])[NH:12][C:10]1=[O:11], predict the reactants needed to synthesize it. The reactants are: C(OC([NH:8][C@:9]1([C:16]([O:18][CH2:19][CH3:20])=[O:17])[CH2:14][C:13](=[O:15])[NH:12][C:10]1=[O:11])=O)(C)(C)C.[ClH:21]. (6) Given the product [CH2:9]([O:8][C:5]1[C:4]2[N:11]=[C:28]([NH:27][C:25](=[O:26])[C:24]3[CH:45]=[CH:46][C:21]([F:20])=[CH:22][CH:23]=3)[S:29][C:3]=2[C:2]([N:14]2[CH2:19][CH2:18][CH2:17][CH2:16][CH2:15]2)=[CH:7][CH:6]=1)[CH3:10], predict the reactants needed to synthesize it. The reactants are: Br[C:2]1[CH:7]=[CH:6][C:5]([O:8][CH2:9][CH3:10])=[C:4]([N+:11]([O-])=O)[CH:3]=1.[NH:14]1[CH2:19][CH2:18][CH2:17][CH2:16][CH2:15]1.[F:20][C:21]1[CH:46]=[CH:45][C:24]([C:25]([NH:27][C:28]2[S:29]C3C(N4CCOCC4)=CC=C(OC)C=3N=2)=[O:26])=[CH:23][CH:22]=1.